From a dataset of Full USPTO retrosynthesis dataset with 1.9M reactions from patents (1976-2016). Predict the reactants needed to synthesize the given product. (1) Given the product [CH2:1]([O:8][C:9]1[CH:10]=[C:11]([S:15]([NH:18][C:19]([C@@:21]2([NH:26][C:27]([C@H:29]3[CH2:33][CH2:32][N:31]([CH2:35][C:36]4[C:45]5[C:40](=[CH:41][C:42]([O:46][CH3:47])=[CH:43][CH:44]=5)[CH:39]=[CH:38][CH:37]=4)[CH2:30]3)=[O:28])[CH2:23][C@H:22]2[CH:24]=[CH2:25])=[O:20])(=[O:17])=[O:16])[CH:12]=[CH:13][CH:14]=1)[C:2]1[CH:3]=[CH:4][CH:5]=[CH:6][CH:7]=1, predict the reactants needed to synthesize it. The reactants are: [CH2:1]([O:8][C:9]1[CH:10]=[C:11]([S:15]([NH:18][C:19]([C@@:21]2([NH:26][C:27]([C@H:29]3[CH2:33][CH2:32][NH:31][CH2:30]3)=[O:28])[CH2:23][C@H:22]2[CH:24]=[CH2:25])=[O:20])(=[O:17])=[O:16])[CH:12]=[CH:13][CH:14]=1)[C:2]1[CH:7]=[CH:6][CH:5]=[CH:4][CH:3]=1.Cl[CH2:35][C:36]1[C:45]2[C:40](=[CH:41][C:42]([O:46][CH3:47])=[CH:43][CH:44]=2)[CH:39]=[CH:38][CH:37]=1.C([O-])([O-])=O.[K+].[K+]. (2) Given the product [CH2:12]([O:14][C:15](=[O:36])[CH:16]=[CH:8][C:7]1[CH:10]=[CH:11][C:4]([N+:1]([O-:3])=[O:2])=[CH:5][CH:6]=1)[CH3:13], predict the reactants needed to synthesize it. The reactants are: [N+:1]([C:4]1[CH:11]=[CH:10][C:7]([CH:8]=O)=[CH:6][CH:5]=1)([O-:3])=[O:2].[CH2:12]([O:14][C:15](=[O:36])[CH:16]=P(C1C=CC=CC=1)(C1C=CC=CC=1)C1C=CC=CC=1)[CH3:13]. (3) Given the product [CH2:43]([O:45][C:46]1[CH:47]=[CH:48][C:49]([CH:52]2[CH2:53][CH2:54][N:55]([C:58]3[CH:59]=[CH:60][C:61]([C@@H:64]([NH:66][C:6]([C:3]4([C:1]#[N:2])[CH2:5][CH2:4]4)=[O:8])[CH3:65])=[CH:62][CH:63]=3)[CH2:56][CH2:57]2)=[CH:50][CH:51]=1)[CH3:44], predict the reactants needed to synthesize it. The reactants are: [C:1]([C:3]1([C:6]([OH:8])=O)[CH2:5][CH2:4]1)#[N:2].CCN(C(C)C)C(C)C.CN(C(ON1N=NC2C=CC=NC1=2)=[N+](C)C)C.F[P-](F)(F)(F)(F)F.Cl.[CH2:43]([O:45][C:46]1[CH:51]=[CH:50][C:49]([CH:52]2[CH2:57][CH2:56][N:55]([C:58]3[CH:63]=[CH:62][C:61]([C@@H:64]([NH2:66])[CH3:65])=[CH:60][CH:59]=3)[CH2:54][CH2:53]2)=[CH:48][CH:47]=1)[CH3:44].